Predict the product of the given reaction. From a dataset of Forward reaction prediction with 1.9M reactions from USPTO patents (1976-2016). (1) Given the reactants [Cl:1][C:2]1[CH:3]=[C:4]([CH2:9][S:10]([NH:13][C:14]2[C:19]([O:20][CH3:21])=[CH:18][C:17]([S:22]([CH:25]([CH3:27])[CH3:26])(=[O:24])=[O:23])=C[N:15]=2)(=[O:12])=[O:11])[CH:5]=[C:6]([Cl:8])[CH:7]=1.[CH:28]1(SC2N=NC(NS(CC3C=C(Cl)C=C(Cl)C=3)(=O)=O)=C(OC)C=2)CCC[CH2:29]1.ClC1C=C(CS([NH:67]C2C(OC)=CC(SC(C)C)=CN=2)(=O)=O)C=C(Cl)C=1, predict the reaction product. The product is: [CH:25]1([S:22]([C:17]2[N:67]=[N:15][C:14]([NH:13][S:10]([CH2:9][C:4]3[CH:5]=[C:6]([Cl:8])[CH:7]=[C:2]([Cl:1])[CH:3]=3)(=[O:11])=[O:12])=[C:19]([O:20][CH3:21])[CH:18]=2)(=[O:24])=[O:23])[CH2:27][CH2:29][CH2:28][CH2:26]1. (2) Given the reactants C[O:2][C:3]([C:5]1[CH:10]=[N:9][C:8]([O:11][C:12]2[CH:13]=[CH:14][C:15]3[CH2:19][O:18][B:17]([OH:20])[C:16]=3[CH:21]=2)=[CH:7][N:6]=1)=[O:4].O[Li].O.Cl, predict the reaction product. The product is: [OH:20][B:17]1[C:16]2[CH:21]=[C:12]([O:11][C:8]3[N:9]=[CH:10][C:5]([C:3]([OH:4])=[O:2])=[N:6][CH:7]=3)[CH:13]=[CH:14][C:15]=2[CH2:19][O:18]1. (3) Given the reactants Cl[C:2]1[O:3][C:4]([C:7]2[N:8]([C:16]([O:18][C:19]([CH3:22])([CH3:21])[CH3:20])=[O:17])[C:9]3[C:14]([CH:15]=2)=[CH:13][CH:12]=[CH:11][CH:10]=3)=[CH:5][N:6]=1.[NH2:23][C:24]1[CH:25]=[C:26]([NH:30][S:31]([CH2:34][C:35]2[CH:40]=[CH:39][CH:38]=[CH:37][CH:36]=2)(=[O:33])=[O:32])[CH:27]=[CH:28][CH:29]=1, predict the reaction product. The product is: [C:35]1([CH2:34][S:31]([NH:30][C:26]2[CH:25]=[C:24]([NH:23][C:2]3[O:3][C:4]([C:7]4[N:8]([C:16]([O:18][C:19]([CH3:22])([CH3:21])[CH3:20])=[O:17])[C:9]5[C:14]([CH:15]=4)=[CH:13][CH:12]=[CH:11][CH:10]=5)=[CH:5][N:6]=3)[CH:29]=[CH:28][CH:27]=2)(=[O:32])=[O:33])[CH:40]=[CH:39][CH:38]=[CH:37][CH:36]=1.